Dataset: Reaction yield outcomes from USPTO patents with 853,638 reactions. Task: Predict the reaction yield, written as a fraction of the theoretical maximum amount of product (1.0 means a 100% yield; for example, 0.34 means a 34% yield). (1) The reactants are [CH2:1]([C@:8]12[C:21]3[C:16](=[CH:17][C:18]([C:22]([NH:24][C:25]4[C:26]([CH3:31])=[N:27][CH:28]=[CH:29][CH:30]=4)=[O:23])=[CH:19][CH:20]=3)[CH:15]=[CH:14][C@H:13]1[CH2:12][C:11]1([O:35][CH2:34][CH2:33][O:32]1)[CH2:10][CH2:9]2)[C:2]1[CH:7]=[CH:6][CH:5]=[CH:4][CH:3]=1.O=O.CN.[C:40]([BH3-])#[N:41].[Na+].C([O-])(O)=O.[Na+]. The catalyst is O.CO.C(Cl)Cl. The product is [CH2:1]([C@@:8]12[CH2:9][CH2:10][C:11]3([O:35][CH2:34][CH2:33][O:32]3)[CH2:12][C@@H:13]1[CH2:14][N:41]([CH3:40])[CH2:15][C:16]1[CH:17]=[C:18]([C:22]([NH:24][C:25]3[C:26]([CH3:31])=[N:27][CH:28]=[CH:29][CH:30]=3)=[O:23])[CH:19]=[CH:20][C:21]=12)[C:2]1[CH:3]=[CH:4][CH:5]=[CH:6][CH:7]=1. The yield is 0.300. (2) The reactants are [NH2:1][C:2]1[N:3]=[CH:4][C:5]2[CH2:6][C:7](=[O:18])[NH:8][C:9]3[CH:16]=[C:15]([Cl:17])[CH:14]=[CH:13][C:10]=3[C:11]=2[N:12]=1.Br[C:20]1[CH:21]=[C:22]([CH2:28][CH2:29][CH2:30][N:31]([CH3:33])[CH3:32])[C:23]([O:26][CH3:27])=[N:24][CH:25]=1.CC(C1C=C(C(C)C)C(C2C=CC=CC=2P(C2CCCCC2)C2CCCCC2)=C(C(C)C)C=1)C. The catalyst is C1C=CC(/C=C/C(/C=C/C2C=CC=CC=2)=O)=CC=1.C1C=CC(/C=C/C(/C=C/C2C=CC=CC=2)=O)=CC=1.C1C=CC(/C=C/C(/C=C/C2C=CC=CC=2)=O)=CC=1.[Pd].[Pd]. The product is [Cl:17][C:15]1[CH:14]=[CH:13][C:10]2[C:11]3[N:12]=[C:2]([NH:1][C:20]4[CH:25]=[N:24][C:23]([O:26][CH3:27])=[C:22]([CH2:28][CH2:29][CH2:30][N:31]([CH3:32])[CH3:33])[CH:21]=4)[N:3]=[CH:4][C:5]=3[CH2:6][C:7](=[O:18])[NH:8][C:9]=2[CH:16]=1. The yield is 0.180. (3) The yield is 0.660. The reactants are Cl[C:2]1[CH:7]=[C:6]([Cl:8])[N:5]=[CH:4][N:3]=1.[NH:9]1[CH:13]=[CH:12][CH:11]=[N:10]1.C(=O)([O-])[O-].[Cs+].[Cs+].O. The product is [Cl:8][C:6]1[CH:7]=[C:2]([N:9]2[CH:13]=[CH:12][CH:11]=[N:10]2)[N:3]=[CH:4][N:5]=1. The catalyst is CN(C=O)C. (4) The catalyst is CCCCO.O. The product is [CH3:14][C:13]1[CH:12]=[CH:18][C:8]2[C:6](=[CH:5][CH:4]=[C:3]([C:2]([F:10])([F:11])[F:1])[CH:9]=2)[N:7]=1. The yield is 0.720. The reactants are [F:1][C:2]([F:11])([F:10])[C:3]1[CH:9]=[CH:8][C:6]([NH2:7])=[CH:5][CH:4]=1.[C:12]1(Cl)[C:18](=O)C(Cl)=C(Cl)[C:14](=O)[C:13]=1Cl.Cl.C(=O)/C=C/C. (5) The reactants are C1(C2(CCC3C=CC(C4(C#N)CC4)=C(F)C=3)CC(=O)C(CC3N=C4N=CC=CN4N=3)C(=O)O2)CCCC1.C1(C2(CCC3C=CC(C(C)(C)C#N)=C(F)C=3)CC(=O)CC(=O)O2)CCCC1.[Cl:65][CH2:66][C:67]#[N:68].[NH2:69][C:70]1[CH:74]=[CH:73][S:72][C:71]=1[C:75]([O:77]C)=O.Cl. The catalyst is O1CCOCC1. The product is [Cl:65][CH2:66][C:67]1[NH:68][C:75](=[O:77])[C:71]2[S:72][CH:73]=[CH:74][C:70]=2[N:69]=1. The yield is 0.850. (6) The reactants are C(=O)([O-])[O-].[Cs+].[Cs+].F[C:8]1[CH:15]=[CH:14][C:13]([I:16])=[CH:12][C:9]=1[CH:10]=O.Cl.Cl.[N:19]1[CH:24]=[CH:23][C:22]([NH:25][NH2:26])=[CH:21][CH:20]=1. The catalyst is CN1CCCC1=O. The product is [I:16][C:13]1[CH:12]=[C:9]2[C:8](=[CH:15][CH:14]=1)[N:25]([C:22]1[CH:23]=[CH:24][N:19]=[CH:20][CH:21]=1)[N:26]=[CH:10]2. The yield is 0.923. (7) The reactants are [C:1]([C:5]1[S:9]/[C:8](=[N:10]\[C:11](=[O:23])[C:12]2[CH:17]=[C:16]([C:18]([F:21])([F:20])[F:19])[CH:15]=[CH:14][C:13]=2[F:22])/[N:7]([CH2:24][CH2:25][OH:26])[CH:6]=1)([CH3:4])([CH3:3])[CH3:2].C(N(CC)CC)C.C.C(=O)(OC(Cl)(Cl)Cl)[O:36][C:37](Cl)(Cl)[Cl:38]. The catalyst is CCOCC. The product is [C:37]([Cl:38])(=[O:36])[O:26][CH2:25][CH2:24][N:7]1[CH:6]=[C:5]([C:1]([CH3:4])([CH3:2])[CH3:3])[S:9]/[C:8]/1=[N:10]\[C:11](=[O:23])[C:12]1[CH:17]=[C:16]([C:18]([F:21])([F:19])[F:20])[CH:15]=[CH:14][C:13]=1[F:22]. The yield is 0.980. (8) The reactants are C[O:2][C:3](=[O:27])[C:4]1[CH:9]=[CH:8][C:7]([C:10]#[C:11][C:12]#[C:13][C:14]2[S:18][C:17]([NH:19][C:20]([O:22][C:23]([CH3:26])([CH3:25])[CH3:24])=[O:21])=[N:16][CH:15]=2)=[CH:6][CH:5]=1.Cl. The catalyst is C1COCC1.CO.[OH-].[Na+]. The product is [C:23]([O:22][C:20]([NH:19][C:17]1[S:18][C:14]([C:13]#[C:12][C:11]#[C:10][C:7]2[CH:6]=[CH:5][C:4]([C:3]([OH:27])=[O:2])=[CH:9][CH:8]=2)=[CH:15][N:16]=1)=[O:21])([CH3:26])([CH3:24])[CH3:25]. The yield is 0.710.